Dataset: Full USPTO retrosynthesis dataset with 1.9M reactions from patents (1976-2016). Task: Predict the reactants needed to synthesize the given product. Given the product [NH2:18][CH2:17][CH2:16][C@H:15]([C:13]1[CH:12]=[CH:11][CH:10]=[C:9]([S:8][CH2:7][CH:1]2[CH2:6][CH2:5][CH2:4][CH2:3][CH2:2]2)[N:14]=1)[OH:19], predict the reactants needed to synthesize it. The reactants are: [CH:1]1([CH2:7][S:8][C:9]2[N:14]=[C:13]([C@H:15]([OH:19])[CH2:16][C:17]#[N:18])[CH:12]=[CH:11][CH:10]=2)[CH2:6][CH2:5][CH2:4][CH2:3][CH2:2]1.N.CO.C(Cl)Cl.